This data is from TCR-epitope binding with 47,182 pairs between 192 epitopes and 23,139 TCRs. The task is: Binary Classification. Given a T-cell receptor sequence (or CDR3 region) and an epitope sequence, predict whether binding occurs between them. (1) The epitope is TLDSKTQSL. Result: 1 (the TCR binds to the epitope). The TCR CDR3 sequence is CASSQEDRAIGNTEAFF. (2) The TCR CDR3 sequence is CASSLGVGNEQFF. Result: 1 (the TCR binds to the epitope). The epitope is YLNTLTLAV.